Dataset: Peptide-MHC class I binding affinity with 185,985 pairs from IEDB/IMGT. Task: Regression. Given a peptide amino acid sequence and an MHC pseudo amino acid sequence, predict their binding affinity value. This is MHC class I binding data. (1) The peptide sequence is NIFLRFIPDK. The MHC is HLA-A68:01 with pseudo-sequence HLA-A68:01. The binding affinity (normalized) is 0.322. (2) The peptide sequence is TVNVILRPK. The MHC is HLA-B08:01 with pseudo-sequence HLA-B08:01. The binding affinity (normalized) is 0.0847.